This data is from Forward reaction prediction with 1.9M reactions from USPTO patents (1976-2016). The task is: Predict the product of the given reaction. Given the reactants C([O:8][C:9]1[CH:10]=[C:11]([C:15]2[CH:20]=[CH:19][C:18]([OH:21])=[C:17]([CH:22]=[CH:23][CH2:24][CH2:25][O:26]CC3C=CC=CC=3)[CH:16]=2)[CH:12]=[CH:13][CH:14]=1)C1C=CC=CC=1, predict the reaction product. The product is: [OH:26][CH2:25][CH2:24][CH2:23][CH2:22][C:17]1[CH:16]=[C:15]([C:11]2[CH:12]=[CH:13][CH:14]=[C:9]([OH:8])[CH:10]=2)[CH:20]=[CH:19][C:18]=1[OH:21].